This data is from Catalyst prediction with 721,799 reactions and 888 catalyst types from USPTO. The task is: Predict which catalyst facilitates the given reaction. (1) Product: [C:9]1([S+:15]([C:23]2[CH:28]=[CH:27][CH:26]=[CH:25][CH:24]=2)[C:16]2[CH:21]=[CH:20][C:19]([OH:22])=[CH:18][CH:17]=2)[CH:14]=[CH:13][CH:12]=[CH:11][CH:10]=1.[F:50][C:31]([F:30])([S:46]([OH:49])(=[O:48])=[O:47])[CH2:32][O:33][C:34]([C:36]12[CH2:45][CH:40]3[CH2:41][CH:42]([CH2:44][CH:38]([CH2:39]3)[CH2:37]1)[CH2:43]2)=[O:35]. Reactant: FC(F)(F)S([O-])(=O)=O.[C:9]1([S+:15]([C:23]2[CH:28]=[CH:27][CH:26]=[CH:25][CH:24]=2)[C:16]2[CH:21]=[CH:20][C:19]([OH:22])=[CH:18][CH:17]=2)[CH:14]=[CH:13][CH:12]=[CH:11][CH:10]=1.[Na].[F:30][C:31]([F:50])([S:46]([OH:49])(=[O:48])=[O:47])[CH2:32][O:33][C:34]([C:36]12[CH2:45][CH:40]3[CH2:41][CH:42]([CH2:44][CH:38]([CH2:39]3)[CH2:37]1)[CH2:43]2)=[O:35]. The catalyst class is: 6. (2) Reactant: [NH2:1][C:2]1[CH:3]=[C:4]([C:9]([C:11]2[CH:12]=[N:13][CH:14]=[CH:15][CH:16]=2)=[O:10])[CH:5]=[C:6]([Br:8])[CH:7]=1.N1C=CC=CC=1.[CH3:23][O:24][C:25](Cl)=[O:26]. Product: [CH3:23][O:24][C:25](=[O:26])[NH:1][C:2]1[CH:3]=[C:4]([C:9]([C:11]2[CH:12]=[N:13][CH:14]=[CH:15][CH:16]=2)=[O:10])[CH:5]=[C:6]([Br:8])[CH:7]=1. The catalyst class is: 576. (3) Reactant: [CH3:1][NH:2][C:3]([C:8]1[CH:13]=[CH:12][CH:11]=[CH:10][CH:9]=1)([CH2:6][CH3:7])[CH2:4][OH:5].[Li]CCCC.[CH3:19][O:20][C:21]1[CH:22]=[C:23]([CH:27]=[C:28]([O:32][CH3:33])[C:29]=1[O:30][CH3:31])[C:24](Cl)=[O:25].C(O)(=O)C. Product: [CH3:7][CH2:6][C:3]([NH:2][CH3:1])([C:8]1[CH:13]=[CH:12][CH:11]=[CH:10][CH:9]=1)[CH2:4][O:5][C:24]([C:23]1[CH:27]=[C:28]([O:32][CH3:33])[C:29]([O:30][CH3:31])=[C:21]([O:20][CH3:19])[CH:22]=1)=[O:25]. The catalyst class is: 1. (4) Reactant: [CH3:1][NH:2][CH2:3][CH2:4][OH:5].C(N(CC)CC)C.[CH3:13][S:14](Cl)(=[O:16])=[O:15]. Product: [CH3:13][S:14]([O:5][CH2:4][CH2:3][N:2]([CH3:1])[S:14]([CH3:13])(=[O:16])=[O:15])(=[O:16])=[O:15]. The catalyst class is: 4. (5) Reactant: [C:1]([O:5][C:6]([N:8]1[CH2:13][C:12](=[O:14])[N:11]([C:15]2[CH:20]=[CH:19][C:18]([OH:21])=[CH:17][CH:16]=2)[C@@H:10]([CH2:22][OH:23])[CH2:9]1)=[O:7])([CH3:4])([CH3:3])[CH3:2].C(=O)([O-])[O-].[Cs+].[Cs+].[CH2:30](Br)[C:31]1[CH:36]=[CH:35][CH:34]=[CH:33][CH:32]=1. Product: [C:1]([O:5][C:6]([N:8]1[CH2:13][C:12](=[O:14])[N:11]([C:15]2[CH:16]=[CH:17][C:18]([O:21][CH2:30][C:31]3[CH:36]=[CH:35][CH:34]=[CH:33][CH:32]=3)=[CH:19][CH:20]=2)[C@@H:10]([CH2:22][OH:23])[CH2:9]1)=[O:7])([CH3:4])([CH3:3])[CH3:2]. The catalyst class is: 10. (6) Reactant: [C:1]12([C:11]3[C:19]4[O:18][C:17]([NH2:20])=[N:16][C:15]=4[CH:14]=[C:13]([C:21]4[N:26]=[CH:25][C:24]([CH:27]=[C:28]5[S:32][C:31](=[O:33])[NH:30][C:29]5=[O:34])=[CH:23][CH:22]=4)[CH:12]=3)[CH2:10][CH:5]3[CH2:6][CH:7]([CH2:9][CH:3]([CH2:4]3)[CH2:2]1)[CH2:8]2.N1C=CC=CC=1.[F:41][C:42]([F:53])([F:52])[C:43](O[C:43](=[O:44])[C:42]([F:53])([F:52])[F:41])=[O:44]. Product: [C:1]12([C:11]3[C:19]4[O:18][C:17]([NH:20][C:43](=[O:44])[C:42]([F:53])([F:52])[F:41])=[N:16][C:15]=4[CH:14]=[C:13]([C:21]4[CH:22]=[CH:23][C:24]([CH:27]=[C:28]5[S:32][C:31](=[O:33])[NH:30][C:29]5=[O:34])=[CH:25][N:26]=4)[CH:12]=3)[CH2:2][CH:3]3[CH2:9][CH:7]([CH2:6][CH:5]([CH2:4]3)[CH2:10]1)[CH2:8]2. The catalyst class is: 7.